This data is from Forward reaction prediction with 1.9M reactions from USPTO patents (1976-2016). The task is: Predict the product of the given reaction. Given the reactants [CH2:1]([O:8][C:9]1[CH:26]=[CH:25][C:24]2[C@@H:23]3[C@H:14]([C@H:15]4[C@@:19]([CH2:21][CH2:22]3)([CH3:20])[C@@H:18]([OH:27])[C@H:17]([CH2:28][CH2:29][C:30]([OH:32])=[O:31])[CH2:16]4)[CH2:13][CH2:12][C:11]=2[CH:10]=1)[C:2]1[CH:7]=[CH:6][CH:5]=[CH:4][CH:3]=1.[CH3:33]O, predict the reaction product. The product is: [CH2:1]([O:8][C:9]1[CH:26]=[CH:25][C:24]2[C@@H:23]3[C@H:14]([C@H:15]4[C@@:19]([CH2:21][CH2:22]3)([CH3:20])[C@@H:18]([OH:27])[C@H:17]([CH2:28][CH2:29][C:30]([O:32][CH3:33])=[O:31])[CH2:16]4)[CH2:13][CH2:12][C:11]=2[CH:10]=1)[C:2]1[CH:7]=[CH:6][CH:5]=[CH:4][CH:3]=1.